This data is from Peptide-MHC class II binding affinity with 134,281 pairs from IEDB. The task is: Regression. Given a peptide amino acid sequence and an MHC pseudo amino acid sequence, predict their binding affinity value. This is MHC class II binding data. (1) The peptide sequence is EKKYFAATQFYPLAA. The MHC is HLA-DPA10201-DPB11401 with pseudo-sequence HLA-DPA10201-DPB11401. The binding affinity (normalized) is 0.794. (2) The peptide sequence is ATMYYKDVTVSQVWF. The MHC is DRB1_1101 with pseudo-sequence DRB1_1101. The binding affinity (normalized) is 0.589. (3) The peptide sequence is MRNVFDDVVPADFKV. The MHC is DRB4_0101 with pseudo-sequence DRB4_0103. The binding affinity (normalized) is 0.176. (4) The peptide sequence is YALAASALVEAAA. The MHC is HLA-DQA10401-DQB10402 with pseudo-sequence HLA-DQA10401-DQB10402. The binding affinity (normalized) is 0.527. (5) The peptide sequence is LPPIVAKEIVASCDKC. The MHC is DRB1_0401 with pseudo-sequence DRB1_0401. The binding affinity (normalized) is 0.530.